This data is from Forward reaction prediction with 1.9M reactions from USPTO patents (1976-2016). The task is: Predict the product of the given reaction. Given the reactants [CH2:1]([C@H:8]([NH:29][C:30](=[O:37])[O:31][C@H:32]1[CH2:36][CH2:35][O:34][CH2:33]1)[C@H:9]([OH:28])[CH2:10][N:11]([CH2:24][CH:25]([CH3:27])[CH3:26])[S:12]([C:15]1[CH:20]=[CH:19][C:18]([N+:21]([O-])=O)=[CH:17][CH:16]=1)(=[O:14])=[O:13])[C:2]1[CH:7]=[CH:6][CH:5]=[CH:4][CH:3]=1.[O:38]=[P:39](Cl)(Cl)Cl.Cl.[OH2:44].[OH2:45].C([O-])(=O)C.[Ca+2:50].C([O-])(=O)C, predict the reaction product. The product is: [CH3:26][CH:25]([CH2:24][N:11]([S:12]([C:15]1[CH:20]=[CH:19][C:18]([NH2:21])=[CH:17][CH:16]=1)(=[O:14])=[O:13])[CH2:10][C@@H:9]([O:28][P:39]([O-:38])([O-:45])=[O:44])[C@@H:8]([NH:29][C:30]([O:31][C@@H:32]1[CH2:33][O:34][CH2:35][CH2:36]1)=[O:37])[CH2:1][C:2]1[CH:7]=[CH:6][CH:5]=[CH:4][CH:3]=1)[CH3:27].[Ca+2:50].